This data is from Forward reaction prediction with 1.9M reactions from USPTO patents (1976-2016). The task is: Predict the product of the given reaction. (1) Given the reactants [C:1]([O:5][C:6]([N:8]1[CH2:13][CH2:12][CH:11]([O:14][CH2:15][C:16](OC(C)(C)C)=[O:17])[CH2:10][CH2:9]1)=[O:7])([CH3:4])([CH3:3])[CH3:2].[H-].[Al+3].[Li+].[H-].[H-].[H-].O.[OH-].[Na+], predict the reaction product. The product is: [OH:17][CH2:16][CH2:15][O:14][CH:11]1[CH2:12][CH2:13][N:8]([C:6]([O:5][C:1]([CH3:4])([CH3:3])[CH3:2])=[O:7])[CH2:9][CH2:10]1. (2) Given the reactants CC([N:5]([C@H:9]([CH2:21][N:22]1[C:30](=[O:31])[C:29]2[C:24](=[CH:25][CH:26]=[CH:27][CH:28]=2)[C:23]1=[O:32])[CH2:10][C:11]1[CH:16]=[CH:15][C:14]([C:17](=O)[CH2:18]Br)=[CH:13][CH:12]=1)[C:6](=[O:8])[O-:7])(C)C.[NH2:33][C:34]1[C:39]([CH:40]([OH:42])[CH3:41])=[CH:38][CH:37]=[CH:36][N:35]=1.C(=O)(O)[O-].[Na+], predict the reaction product. The product is: [O:31]=[C:30]1[C:29]2[C:24](=[CH:25][CH:26]=[CH:27][CH:28]=2)[C:23](=[O:32])[N:22]1[CH2:21][C@@H:9]([NH:5][C:6](=[O:8])[O:7][C:11]([CH3:16])([CH3:12])[CH3:10])[CH2:10][C:11]1[CH:12]=[CH:13][C:14]([C:17]2[N:33]=[C:34]3[C:39]([CH:40]([OH:42])[CH3:41])=[CH:38][CH:37]=[CH:36][N:35]3[CH:18]=2)=[CH:15][CH:16]=1. (3) The product is: [ClH:38].[ClH:38].[ClH:38].[NH2:7][CH2:8][CH2:9][N:10]1[C:18]2[C:17]([NH:19][C:20]3[CH:21]=[C:22]4[C:26](=[CH:27][CH:28]=3)[N:25]([CH2:29][C:30]3[CH:35]=[CH:34][CH:33]=[C:32]([F:36])[CH:31]=3)[N:24]=[CH:23]4)=[N:16][CH:15]=[N:14][C:13]=2[CH:12]=[CH:11]1. Given the reactants C(OC(=O)[NH:7][CH2:8][CH2:9][N:10]1[C:18]2[C:17]([NH:19][C:20]3[CH:21]=[C:22]4[C:26](=[CH:27][CH:28]=3)[N:25]([CH2:29][C:30]3[CH:35]=[CH:34][CH:33]=[C:32]([F:36])[CH:31]=3)[N:24]=[CH:23]4)=[N:16][CH:15]=[N:14][C:13]=2[CH:12]=[CH:11]1)(C)(C)C.[ClH:38], predict the reaction product. (4) Given the reactants Br[C:2]1[CH:7]=[CH:6][C:5]([C:8]2[O:12][N:11]=[C:10]([CH3:13])[C:9]=2[CH:14]([C:16]2[N:17]=[N:18][N:19]([CH2:21][C:22]3[CH:27]=[CH:26][CH:25]=[CH:24][C:23]=3[Cl:28])[CH:20]=2)[OH:15])=[CH:4][CH:3]=1.[CH2:29]([O:31][C:32]([C:34]1([C:37]2[CH:42]=[CH:41][C:40](B3OC(C)(C)C(C)(C)O3)=[CH:39][CH:38]=2)[CH2:36][CH2:35]1)=[O:33])[CH3:30], predict the reaction product. The product is: [CH2:29]([O:31][C:32]([C:34]1([C:37]2[CH:42]=[CH:41][C:40]([C:2]3[CH:3]=[CH:4][C:5]([C:8]4[O:12][N:11]=[C:10]([CH3:13])[C:9]=4[CH:14]([C:16]4[N:17]=[N:18][N:19]([CH2:21][C:22]5[CH:27]=[CH:26][CH:25]=[CH:24][C:23]=5[Cl:28])[CH:20]=4)[OH:15])=[CH:6][CH:7]=3)=[CH:39][CH:38]=2)[CH2:35][CH2:36]1)=[O:33])[CH3:30]. (5) Given the reactants [S:1]1[CH:5]=[CH:4][N:3]=[CH:2]1.[CH:6]([CH:8]1[CH2:13][CH2:12][CH2:11][N:10]([C:14]([O:16][C:17]([CH3:20])([CH3:19])[CH3:18])=[O:15])[CH2:9]1)=[O:7], predict the reaction product. The product is: [OH:7][CH:6]([C:2]1[S:1][CH:5]=[CH:4][N:3]=1)[CH:8]1[CH2:13][CH2:12][CH2:11][N:10]([C:14]([O:16][C:17]([CH3:20])([CH3:19])[CH3:18])=[O:15])[CH2:9]1. (6) The product is: [Br-:10].[CH2:1]([N:3]([CH2:14][CH3:15])[C:4]1[CH:13]=[CH:12][C:7]([C:8](=[O:11])[CH2:9][N+:21]2[CH:26]=[CH:25][CH:24]=[CH:23][CH:22]=2)=[CH:6][CH:5]=1)[CH3:2]. Given the reactants [CH2:1]([N:3]([CH2:14][CH3:15])[C:4]1[CH:13]=[CH:12][C:7]([C:8](=[O:11])[CH2:9][Br:10])=[CH:6][CH:5]=1)[CH3:2].O1CCCC1.[N:21]1[CH:26]=[CH:25][CH:24]=[CH:23][CH:22]=1, predict the reaction product. (7) Given the reactants [Cl:1][C:2]1[N:3]=[C:4]2[CH:9]=[CH:8][CH:7]=[CH:6][N:5]2[C:10]=1[C:11](=[O:13])[CH3:12].C(O[CH:19](OC(C)(C)C)[N:20]([CH3:22])[CH3:21])(C)(C)C, predict the reaction product. The product is: [Cl:1][C:2]1[N:3]=[C:4]2[CH:9]=[CH:8][CH:7]=[CH:6][N:5]2[C:10]=1[C:11](=[O:13])/[CH:12]=[CH:19]/[N:20]([CH3:22])[CH3:21]. (8) Given the reactants [CH3:1][O:2][C:3](=[O:13])[C:4]1[CH:9]=[C:8]([I:10])[C:7]([NH2:11])=[C:6]([NH2:12])[CH:5]=1.[CH:14](OC)(OC)OC, predict the reaction product. The product is: [CH3:1][O:2][C:3]([C:4]1[CH:9]=[C:8]([I:10])[C:7]2[N:11]=[CH:14][NH:12][C:6]=2[CH:5]=1)=[O:13]. (9) Given the reactants [Cl:1][C:2]1[CH:7]=[CH:6][C:5]([C:8]2([OH:35])[CH2:13][CH2:12][N:11]([CH2:14][CH2:15][CH:16]=[C:17]3[C:23]4[CH:24]=[CH:25][CH:26]=[N:27][C:22]=4[CH2:21][O:20][C:19]4[CH:28]=[CH:29][C:30]([OH:32])=[CH:31][C:18]3=4)[CH2:10][C:9]2([CH3:34])[CH3:33])=[CH:4][CH:3]=1.[H-].[Na+].Br[CH2:39][CH2:40][O:41][C:42](=[O:44])[CH3:43], predict the reaction product. The product is: [Cl:1][C:2]1[CH:7]=[CH:6][C:5]([C:8]2([OH:35])[CH2:13][CH2:12][N:11]([CH2:14][CH2:15][CH:16]=[C:17]3[C:23]4[CH:24]=[CH:25][CH:26]=[N:27][C:22]=4[CH2:21][O:20][C:19]4[CH:28]=[CH:29][C:30]([O:32][CH2:39][CH2:40][O:41][C:42](=[O:44])[CH3:43])=[CH:31][C:18]3=4)[CH2:10][C:9]2([CH3:33])[CH3:34])=[CH:4][CH:3]=1.